Dataset: Catalyst prediction with 721,799 reactions and 888 catalyst types from USPTO. Task: Predict which catalyst facilitates the given reaction. (1) Reactant: [Cl:1][C:2]1[CH:7]=[CH:6][CH:5]=[CH:4][C:3]=1[C:8]1[C:9](=[O:24])[N:10]([C:18]2[CH:23]=[CH:22][CH:21]=[CH:20][CH:19]=2)[CH:11]=[C:12]([C:14](OC)=[O:15])[CH:13]=1.BrC1C(=O)N(C2C=CC=CC=2)C=C(C(OC)=O)C=1.Cl.C(=O)([O-])O.[Na+]. Product: [Cl:1][C:2]1[CH:7]=[CH:6][CH:5]=[CH:4][C:3]=1[C:8]1[C:9](=[O:24])[N:10]([C:18]2[CH:19]=[CH:20][CH:21]=[CH:22][CH:23]=2)[CH:11]=[C:12]([CH2:14][OH:15])[CH:13]=1. The catalyst class is: 359. (2) Reactant: [CH2:1]([O:5][CH2:6][CH2:7][O:8][C:9]1[CH:14]=[CH:13][C:12]([C:15]2[CH:16]=[CH:17][C:18]3[N:24]([CH2:25][CH:26]([CH3:28])[CH3:27])[CH2:23][CH2:22][C:21]([C:29]([NH:31][C:32]4[CH:37]=[CH:36][C:35]([S:38][CH2:39][C:40]5[CH:44]=[N:43][N:42]([CH2:45][CH2:46][CH3:47])[N:41]=5)=[CH:34][CH:33]=4)=[O:30])=[CH:20][C:19]=3[CH:48]=2)=[CH:11][CH:10]=1)[CH2:2][CH2:3][CH3:4].ClC1C=CC=C(C(OO)=[O:57])C=1.S([O-])([O-])(=O)=S.[Na+].[Na+]. Product: [CH2:1]([O:5][CH2:6][CH2:7][O:8][C:9]1[CH:10]=[CH:11][C:12]([C:15]2[CH:16]=[CH:17][C:18]3[N:24]([CH2:25][CH:26]([CH3:27])[CH3:28])[CH2:23][CH2:22][C:21]([C:29]([NH:31][C:32]4[CH:33]=[CH:34][C:35]([S:38]([CH2:39][C:40]5[CH:44]=[N:43][N:42]([CH2:45][CH2:46][CH3:47])[N:41]=5)=[O:57])=[CH:36][CH:37]=4)=[O:30])=[CH:20][C:19]=3[CH:48]=2)=[CH:13][CH:14]=1)[CH2:2][CH2:3][CH3:4]. The catalyst class is: 2.